Dataset: Catalyst prediction with 721,799 reactions and 888 catalyst types from USPTO. Task: Predict which catalyst facilitates the given reaction. (1) Reactant: [CH2:1]([O:8][CH:9]1[CH2:13][O:12][CH:11]([CH2:14][CH:15]=[O:16])[CH2:10]1)[C:2]1[CH:7]=[CH:6][CH:5]=[CH:4][CH:3]=1.[BH4-].[Na+]. Product: [CH2:1]([O:8][CH:9]1[CH2:13][O:12][CH:11]([CH2:14][CH2:15][OH:16])[CH2:10]1)[C:2]1[CH:3]=[CH:4][CH:5]=[CH:6][CH:7]=1. The catalyst class is: 5. (2) Product: [F:9][B-:10]([F:13])([F:12])[F:11].[Br:1][C:2]1[CH:3]=[C:4]([N+:5]#[N:15])[CH:6]=[CH:7][CH:8]=1. Reactant: [Br:1][C:2]1[CH:3]=[C:4]([CH:6]=[CH:7][CH:8]=1)[NH2:5].[F:9][B-:10]([F:13])([F:12])[F:11].[Li+].[N:15]([O-])=O.[Na+]. The catalyst class is: 126.